Dataset: NCI-60 drug combinations with 297,098 pairs across 59 cell lines. Task: Regression. Given two drug SMILES strings and cell line genomic features, predict the synergy score measuring deviation from expected non-interaction effect. (1) Drug 1: C1=C(C(=O)NC(=O)N1)F. Drug 2: CC(C)(C#N)C1=CC(=CC(=C1)CN2C=NC=N2)C(C)(C)C#N. Cell line: UACC-257. Synergy scores: CSS=23.7, Synergy_ZIP=-1.77, Synergy_Bliss=2.45, Synergy_Loewe=2.67, Synergy_HSA=2.65. (2) Drug 1: CC1=C(C=C(C=C1)NC2=NC=CC(=N2)N(C)C3=CC4=NN(C(=C4C=C3)C)C)S(=O)(=O)N.Cl. Drug 2: CC1=CC=C(C=C1)C2=CC(=NN2C3=CC=C(C=C3)S(=O)(=O)N)C(F)(F)F. Cell line: SF-268. Synergy scores: CSS=8.74, Synergy_ZIP=5.97, Synergy_Bliss=10.1, Synergy_Loewe=8.19, Synergy_HSA=7.08. (3) Drug 1: CCC1(C2=C(COC1=O)C(=O)N3CC4=CC5=C(C=CC(=C5CN(C)C)O)N=C4C3=C2)O.Cl. Drug 2: C1CCC(C(C1)N)N.C(=O)(C(=O)[O-])[O-].[Pt+4]. Cell line: CCRF-CEM. Synergy scores: CSS=76.8, Synergy_ZIP=-2.81, Synergy_Bliss=-3.15, Synergy_Loewe=-1.29, Synergy_HSA=1.96. (4) Drug 1: C1=CN(C(=O)N=C1N)C2C(C(C(O2)CO)O)O.Cl. Drug 2: C1=NNC2=C1C(=O)NC=N2. Cell line: T-47D. Synergy scores: CSS=5.33, Synergy_ZIP=0.868, Synergy_Bliss=3.45, Synergy_Loewe=-63.6, Synergy_HSA=0.204. (5) Drug 1: CC1C(C(CC(O1)OC2CC(CC3=C2C(=C4C(=C3O)C(=O)C5=C(C4=O)C(=CC=C5)OC)O)(C(=O)CO)O)N)O.Cl. Drug 2: C1CCN(CC1)CCOC2=CC=C(C=C2)C(=O)C3=C(SC4=C3C=CC(=C4)O)C5=CC=C(C=C5)O. Cell line: TK-10. Synergy scores: CSS=1.41, Synergy_ZIP=0.0367, Synergy_Bliss=0.244, Synergy_Loewe=-3.44, Synergy_HSA=-3.85. (6) Drug 1: CN(C)C1=NC(=NC(=N1)N(C)C)N(C)C. Drug 2: C1=NC2=C(N=C(N=C2N1C3C(C(C(O3)CO)O)O)F)N. Cell line: NCI-H226. Synergy scores: CSS=-9.60, Synergy_ZIP=2.54, Synergy_Bliss=-2.58, Synergy_Loewe=-6.04, Synergy_HSA=-5.81. (7) Drug 1: C1=CC=C(C(=C1)C(C2=CC=C(C=C2)Cl)C(Cl)Cl)Cl. Drug 2: C1C(C(OC1N2C=NC3=C2NC=NCC3O)CO)O. Cell line: UACC62. Synergy scores: CSS=-1.06, Synergy_ZIP=-0.0161, Synergy_Bliss=-0.119, Synergy_Loewe=-0.863, Synergy_HSA=-0.665. (8) Drug 1: C1CN1P(=S)(N2CC2)N3CC3. Drug 2: CCC1(C2=C(COC1=O)C(=O)N3CC4=CC5=C(C=CC(=C5CN(C)C)O)N=C4C3=C2)O.Cl. Cell line: OVCAR-8. Synergy scores: CSS=30.1, Synergy_ZIP=0.220, Synergy_Bliss=2.08, Synergy_Loewe=-6.21, Synergy_HSA=3.92. (9) Drug 1: C1CC(=O)NC(=O)C1N2C(=O)C3=CC=CC=C3C2=O. Drug 2: C1C(C(OC1N2C=NC3=C2NC=NCC3O)CO)O. Cell line: MALME-3M. Synergy scores: CSS=0.824, Synergy_ZIP=0.713, Synergy_Bliss=0.0977, Synergy_Loewe=-0.927, Synergy_HSA=-0.640. (10) Drug 1: CC(C)(C#N)C1=CC(=CC(=C1)CN2C=NC=N2)C(C)(C)C#N. Drug 2: C1CN(P(=O)(OC1)NCCCl)CCCl. Cell line: OVCAR-8. Synergy scores: CSS=-0.926, Synergy_ZIP=3.00, Synergy_Bliss=-5.21, Synergy_Loewe=-5.85, Synergy_HSA=-6.44.